Dataset: Full USPTO retrosynthesis dataset with 1.9M reactions from patents (1976-2016). Task: Predict the reactants needed to synthesize the given product. (1) Given the product [CH2:17]([O:1][C:2]1[CH:3]=[CH:4][C:5]([C:6]([OH:8])=[O:7])=[CH:11][CH:12]=1)[CH2:16][CH:15]=[CH2:14], predict the reactants needed to synthesize it. The reactants are: [OH:1][C:2]1[CH:12]=[CH:11][C:5]([C:6]([O:8]CC)=[O:7])=[CH:4][CH:3]=1.Br[CH2:14][CH2:15][CH:16]=[CH2:17].C(=O)([O-])[O-].[K+].[K+]. (2) Given the product [F:38][C:3]1[CH:4]=[C:5]2[C:36](=[CH:37][C:2]=1[O:82][CH2:81][CH2:80][CH2:79][F:78])[C:15]1([N:19]=[C:18]([N:20]([C:28]([O:30][C:31]([CH3:34])([CH3:33])[CH3:32])=[O:29])[C:21]([O:23][C:24]([CH3:27])([CH3:26])[CH3:25])=[O:22])[C:17]([CH3:35])=[N:16]1)[C:7]1([CH2:12][CH2:11][CH:10]([O:13][CH3:14])[CH2:9][CH2:8]1)[CH2:6]2, predict the reactants needed to synthesize it. The reactants are: Br[C:2]1[CH:37]=[C:36]2[C:5]([CH2:6][C:7]3([C:15]42[N:19]=[C:18]([N:20]([C:28]([O:30][C:31]([CH3:34])([CH3:33])[CH3:32])=[O:29])[C:21]([O:23][C:24]([CH3:27])([CH3:26])[CH3:25])=[O:22])[C:17]([CH3:35])=[N:16]4)[CH2:12][CH2:11][CH:10]([O:13][CH3:14])[CH2:9][CH2:8]3)=[CH:4][C:3]=1[F:38].C(P(C(C)(C)C)C1C(OC)=CC=C(C)C=1C1C(C(C)C)=CC(C(C)C)=CC=1C(C)C)(C)(C)C.C(=O)([O-])[O-].[Cs+].[Cs+].[F:78][CH2:79][CH2:80][CH2:81][OH:82]. (3) Given the product [CH2:19]([O:18][C:16]([C:4]1[N:3]([CH2:23][C:24]2[CH:29]=[CH:28][C:27]([O:30][CH3:31])=[CH:26][CH:25]=2)[C:2]([Br:1])=[N:6][C:5]=1[CH:7]([C:9]1[CH:14]=[CH:13][C:12]([Cl:15])=[CH:11][CH:10]=1)[NH:32][C:33]1[CH:34]=[C:35]([CH3:41])[C:36](=[O:40])[N:37]([CH3:39])[CH:38]=1)=[O:17])[CH2:20][CH2:21][CH3:22], predict the reactants needed to synthesize it. The reactants are: [Br:1][C:2]1[N:3]([CH2:23][C:24]2[CH:29]=[CH:28][C:27]([O:30][CH3:31])=[CH:26][CH:25]=2)[C:4]([C:16]([O:18][CH2:19][CH2:20][CH2:21][CH3:22])=[O:17])=[C:5]([CH:7]([C:9]2[CH:14]=[CH:13][C:12]([Cl:15])=[CH:11][CH:10]=2)O)[N:6]=1.[NH2:32][C:33]1[CH:34]=[C:35]([CH3:41])[C:36](=[O:40])[N:37]([CH3:39])[CH:38]=1. (4) Given the product [CH3:1][C:2]1([C:7]2[CH:12]=[CH:11][C:10]([NH:13][CH:15]3[CH2:20][CH2:19][N:18]([C@H:21]([CH3:25])[CH2:22][CH2:23][NH:24][C:33]([C:32]4[C:27]([CH3:26])=[N:28][CH:29]=[N:30][C:31]=4[CH3:36])=[O:34])[CH2:17][CH2:16]3)=[CH:9][CH:8]=2)[O:3][CH2:4][CH2:5][O:6]1, predict the reactants needed to synthesize it. The reactants are: [CH3:1][C:2]1([C:7]2[CH:12]=[CH:11][C:10]([NH2:13])=[CH:9][CH:8]=2)[O:6][CH2:5][CH2:4][O:3]1.O=[C:15]1[CH2:20][CH2:19][N:18]([C@H:21]([CH3:25])[CH2:22][C:23]#[N:24])[CH2:17][CH2:16]1.[CH3:26][C:27]1[C:32]([C:33](O)=[O:34])=[C:31]([CH3:36])[N:30]=[CH:29][N:28]=1. (5) Given the product [ClH:19].[NH2:8][CH2:7][CH2:6][NH:5][S:2]([CH3:1])(=[O:4])=[O:3], predict the reactants needed to synthesize it. The reactants are: [CH3:1][S:2]([NH:5][CH2:6][CH2:7][NH:8]C(OC(C)(C)C)=O)(=[O:4])=[O:3].C(O)C.[ClH:19]. (6) The reactants are: [NH2:1][CH:2]([C:5]([F:8])([CH3:7])[CH3:6])[CH2:3][OH:4].C1C[O:12][CH2:11]C1. Given the product [F:8][C:5]([CH:2]1[CH2:3][O:4][C:11](=[O:12])[NH:1]1)([CH3:7])[CH3:6], predict the reactants needed to synthesize it.